This data is from Full USPTO retrosynthesis dataset with 1.9M reactions from patents (1976-2016). The task is: Predict the reactants needed to synthesize the given product. (1) Given the product [Br:1][C:2]1[CH:3]=[C:4]2[C:14](=[CH:15][CH:16]=1)[O:13][C:7]1([CH2:12][CH2:11][N:10]([CH:18]=[O:19])[CH2:9][CH2:8]1)[CH2:6][C:5]2=[O:17], predict the reactants needed to synthesize it. The reactants are: [Br:1][C:2]1[CH:3]=[C:4]2[C:14](=[CH:15][CH:16]=1)[O:13][C:7]1([CH2:12][CH2:11][NH:10][CH2:9][CH2:8]1)[CH2:6][C:5]2=[O:17].[CH:18](O)=[O:19]. (2) Given the product [Br:1][C:10]1[N:8]2[N:9]=[C:4]([Cl:3])[CH:5]=[CH:6][C:7]2=[N:12][CH:11]=1, predict the reactants needed to synthesize it. The reactants are: [Br:1]Br.[Cl:3][C:4]1[CH:5]=[CH:6][C:7]2[N:8]([CH:10]=[CH:11][N:12]=2)[N:9]=1. (3) Given the product [CH3:39][S:40]([O:18][C:9]([C:7]1[CH:6]=[C:5]([CH3:19])[C:4]([NH:20][C:21]([C:22]2[CH:27]=[CH:26][CH:25]=[C:24]([N+:28]([O-:30])=[O:29])[CH:23]=2)=[O:31])=[C:3]([CH2:1][CH3:2])[CH:8]=1)([C:14]([F:16])([F:17])[F:15])[C:10]([F:13])([F:12])[F:11])(=[O:42])=[O:41], predict the reactants needed to synthesize it. The reactants are: [CH2:1]([C:3]1[CH:8]=[C:7]([C:9]([OH:18])([C:14]([F:17])([F:16])[F:15])[C:10]([F:13])([F:12])[F:11])[CH:6]=[C:5]([CH3:19])[C:4]=1[NH:20][C:21](=[O:31])[C:22]1[CH:27]=[CH:26][CH:25]=[C:24]([N+:28]([O-:30])=[O:29])[CH:23]=1)[CH3:2].C(N(CC)CC)C.[CH3:39][S:40](Cl)(=[O:42])=[O:41]. (4) Given the product [C:38]([O:42][C@@H:43]([C:49]1[C:64]([CH3:65])=[CH:63][C:52]2[N:53]=[C:54]([C:56]3[CH:61]=[CH:60][N:59]=[C:58]([C:2]4[CH:3]=[C:4]5[CH:10]=[C:9]([CH3:11])[NH:8][C:5]5=[N:6][CH:7]=4)[CH:57]=3)[S:55][C:51]=2[C:50]=1[C:66]1[CH:67]=[CH:68][C:69]([Cl:72])=[CH:70][CH:71]=1)[C:44]([O:46][CH2:47][CH3:48])=[O:45])([CH3:39])([CH3:40])[CH3:41], predict the reactants needed to synthesize it. The reactants are: Br[C:2]1[CH:3]=[C:4]2[CH:10]=[C:9]([CH3:11])[NH:8][C:5]2=[N:6][CH:7]=1.B1(B2OC(C)(C)C(C)(C)O2)OC(C)(C)C(C)(C)O1.ClCCl.C([O-])(=O)C.[K+].[C:38]([O:42][C@@H:43]([C:49]1[C:64]([CH3:65])=[CH:63][C:52]2[N:53]=[C:54]([C:56]3[CH:61]=[CH:60][N:59]=[C:58](Cl)[CH:57]=3)[S:55][C:51]=2[C:50]=1[C:66]1[CH:71]=[CH:70][C:69]([Cl:72])=[CH:68][CH:67]=1)[C:44]([O:46][CH2:47][CH3:48])=[O:45])([CH3:41])([CH3:40])[CH3:39].C([O-])([O-])=O.[K+].[K+]. (5) Given the product [Br:3][C:4]1[CH:5]=[CH:6][C:7]2[O:13][CH2:14][C:15](=[O:17])[NH:10][C:8]=2[N:9]=1, predict the reactants needed to synthesize it. The reactants are: [Cl-].[NH4+].[Br:3][C:4]1[N:9]=[C:8]([N+:10]([O-])=O)[C:7]([O:13][CH2:14][C:15]([O:17]CC)=O)=[CH:6][CH:5]=1.